Dataset: NCI-60 drug combinations with 297,098 pairs across 59 cell lines. Task: Regression. Given two drug SMILES strings and cell line genomic features, predict the synergy score measuring deviation from expected non-interaction effect. (1) Drug 1: CC1CCC2CC(C(=CC=CC=CC(CC(C(=O)C(C(C(=CC(C(=O)CC(OC(=O)C3CCCCN3C(=O)C(=O)C1(O2)O)C(C)CC4CCC(C(C4)OC)OCCO)C)C)O)OC)C)C)C)OC. Drug 2: CC12CCC3C(C1CCC2OP(=O)(O)O)CCC4=C3C=CC(=C4)OC(=O)N(CCCl)CCCl.[Na+]. Cell line: OVCAR-4. Synergy scores: CSS=15.1, Synergy_ZIP=-3.47, Synergy_Bliss=5.30, Synergy_Loewe=-1.02, Synergy_HSA=3.65. (2) Drug 1: CC1CCC2CC(C(=CC=CC=CC(CC(C(=O)C(C(C(=CC(C(=O)CC(OC(=O)C3CCCCN3C(=O)C(=O)C1(O2)O)C(C)CC4CCC(C(C4)OC)OCCO)C)C)O)OC)C)C)C)OC. Drug 2: C1=CN(C=N1)CC(O)(P(=O)(O)O)P(=O)(O)O. Cell line: HOP-92. Synergy scores: CSS=2.44, Synergy_ZIP=-1.54, Synergy_Bliss=2.42, Synergy_Loewe=-6.53, Synergy_HSA=-0.686. (3) Synergy scores: CSS=54.9, Synergy_ZIP=0.112, Synergy_Bliss=0.0222, Synergy_Loewe=-28.0, Synergy_HSA=-0.0969. Drug 2: CC12CCC3C(C1CCC2O)C(CC4=C3C=CC(=C4)O)CCCCCCCCCS(=O)CCCC(C(F)(F)F)(F)F. Cell line: IGROV1. Drug 1: CC1C(C(CC(O1)OC2CC(OC(C2O)C)OC3=CC4=CC5=C(C(=O)C(C(C5)C(C(=O)C(C(C)O)O)OC)OC6CC(C(C(O6)C)O)OC7CC(C(C(O7)C)O)OC8CC(C(C(O8)C)O)(C)O)C(=C4C(=C3C)O)O)O)O. (4) Drug 1: C1C(C(OC1N2C=C(C(=O)NC2=O)F)CO)O. Drug 2: C1=NC2=C(N=C(N=C2N1C3C(C(C(O3)CO)O)O)F)N. Cell line: HL-60(TB). Synergy scores: CSS=46.5, Synergy_ZIP=3.53, Synergy_Bliss=2.52, Synergy_Loewe=-8.15, Synergy_HSA=-1.40. (5) Cell line: EKVX. Drug 1: C1C(C(OC1N2C=NC3=C2NC=NCC3O)CO)O. Synergy scores: CSS=17.3, Synergy_ZIP=-4.51, Synergy_Bliss=0.585, Synergy_Loewe=-13.6, Synergy_HSA=0.391. Drug 2: CC1CCCC2(C(O2)CC(NC(=O)CC(C(C(=O)C(C1O)C)(C)C)O)C(=CC3=CSC(=N3)C)C)C. (6) Drug 1: CC1=C(C=C(C=C1)NC(=O)C2=CC=C(C=C2)CN3CCN(CC3)C)NC4=NC=CC(=N4)C5=CN=CC=C5. Drug 2: CC1CCC2CC(C(=CC=CC=CC(CC(C(=O)C(C(C(=CC(C(=O)CC(OC(=O)C3CCCCN3C(=O)C(=O)C1(O2)O)C(C)CC4CCC(C(C4)OC)OCCO)C)C)O)OC)C)C)C)OC. Cell line: RPMI-8226. Synergy scores: CSS=-9.01, Synergy_ZIP=4.40, Synergy_Bliss=-0.0729, Synergy_Loewe=-14.2, Synergy_HSA=-10.7.